Task: Predict the reactants needed to synthesize the given product.. Dataset: Full USPTO retrosynthesis dataset with 1.9M reactions from patents (1976-2016) (1) Given the product [NH2:29][C:26]1[CH:25]=[CH:24][C:23]([CH2:22][CH:19]2[CH2:18][CH2:17][N:16]([CH2:15][C:12]3[CH:13]=[CH:14][C:9]([C:3]([OH:8])([C:4]([F:7])([F:5])[F:6])[C:2]([F:1])([F:32])[F:33])=[CH:10][CH:11]=3)[CH2:21][CH2:20]2)=[CH:28][CH:27]=1, predict the reactants needed to synthesize it. The reactants are: [F:1][C:2]([F:33])([F:32])[C:3]([C:9]1[CH:14]=[CH:13][C:12]([CH2:15][N:16]2[CH2:21][CH2:20][C:19](=[CH:22][C:23]3[CH:28]=[CH:27][C:26]([N+:29]([O-])=O)=[CH:25][CH:24]=3)[CH2:18][CH2:17]2)=[CH:11][CH:10]=1)([OH:8])[C:4]([F:7])([F:6])[F:5].[H][H]. (2) Given the product [C:14]1([N:7]([C:1]2[CH:2]=[CH:3][CH:4]=[CH:5][CH:6]=2)[C:8]2[CH:13]=[CH:12][C:11]([CH:30]=[O:31])=[CH:10][CH:9]=2)[CH:15]=[CH:16][CH:17]=[CH:18][CH:19]=1, predict the reactants needed to synthesize it. The reactants are: [C:1]1([N:7]([C:14]2[CH:19]=[CH:18][CH:17]=[CH:16][CH:15]=2)[C:8]2[CH:13]=[CH:12][CH:11]=[CH:10][CH:9]=2)[CH:6]=[CH:5][CH:4]=[CH:3][CH:2]=1.P(Cl)(Cl)(Cl)=O.[OH-].[Na+].CN([CH:30]=[O:31])C. (3) Given the product [CH:4]([O:7][C:8]([C:9]1[CH:13]([C:14]2[CH:19]=[CH:18][CH:17]=[C:16]([N+:20]([O-:22])=[O:21])[CH:15]=2)[C:47]([C:46]([O:45][CH:43]2[CH2:42][N:41]([CH:28]([C:35]3[CH:40]=[CH:39][CH:38]=[CH:37][CH:36]=3)[C:29]3[CH:30]=[CH:31][CH:32]=[CH:33][CH:34]=3)[CH2:44]2)=[O:51])=[C:48]([NH2:49])[NH:50][C:10]=1[CH3:12])=[O:23])([CH3:6])[CH3:5], predict the reactants needed to synthesize it. The reactants are: C[O-].[Na+].[CH:4]([O:7][C:8](=[O:23])[C:9](=[CH:13][C:14]1[CH:19]=[CH:18][CH:17]=[C:16]([N+:20]([O-:22])=[O:21])[CH:15]=1)[C:10]([CH3:12])=O)([CH3:6])[CH3:5].C(O)(=O)C.[CH:28]([N:41]1[CH2:44][CH:43]([O:45][C:46](=[O:51])[CH2:47][C:48](=[NH:50])[NH2:49])[CH2:42]1)([C:35]1[CH:40]=[CH:39][CH:38]=[CH:37][CH:36]=1)[C:29]1[CH:34]=[CH:33][CH:32]=[CH:31][CH:30]=1.